From a dataset of NCI-60 drug combinations with 297,098 pairs across 59 cell lines. Regression. Given two drug SMILES strings and cell line genomic features, predict the synergy score measuring deviation from expected non-interaction effect. (1) Cell line: HS 578T. Drug 2: C(CC(=O)O)C(=O)CN.Cl. Synergy scores: CSS=3.90, Synergy_ZIP=-1.60, Synergy_Bliss=-0.312, Synergy_Loewe=0.222, Synergy_HSA=-0.380. Drug 1: CC(C)(C#N)C1=CC(=CC(=C1)CN2C=NC=N2)C(C)(C)C#N. (2) Drug 1: C1CNP(=O)(OC1)N(CCCl)CCCl. Drug 2: C1C(C(OC1N2C=NC(=NC2=O)N)CO)O. Cell line: OVCAR-5. Synergy scores: CSS=2.96, Synergy_ZIP=0.850, Synergy_Bliss=4.57, Synergy_Loewe=0.400, Synergy_HSA=1.32. (3) Drug 1: CN(C)C1=NC(=NC(=N1)N(C)C)N(C)C. Drug 2: CC1=C(C=C(C=C1)NC(=O)C2=CC=C(C=C2)CN3CCN(CC3)C)NC4=NC=CC(=N4)C5=CN=CC=C5. Cell line: SK-MEL-5. Synergy scores: CSS=-3.98, Synergy_ZIP=-0.148, Synergy_Bliss=-4.78, Synergy_Loewe=-21.9, Synergy_HSA=-9.71. (4) Cell line: SK-MEL-28. Drug 2: CN(CCCl)CCCl.Cl. Synergy scores: CSS=4.52, Synergy_ZIP=1.60, Synergy_Bliss=4.70, Synergy_Loewe=-2.19, Synergy_HSA=-1.40. Drug 1: CC12CCC(CC1=CCC3C2CCC4(C3CC=C4C5=CN=CC=C5)C)O. (5) Drug 1: CC(C)(C#N)C1=CC(=CC(=C1)CN2C=NC=N2)C(C)(C)C#N. Drug 2: CN(CCCl)CCCl.Cl. Cell line: PC-3. Synergy scores: CSS=14.1, Synergy_ZIP=-0.908, Synergy_Bliss=0.720, Synergy_Loewe=-1.36, Synergy_HSA=-0.471. (6) Drug 1: CCN(CC)CCCC(C)NC1=C2C=C(C=CC2=NC3=C1C=CC(=C3)Cl)OC. Drug 2: CC1C(C(CC(O1)OC2CC(CC3=C2C(=C4C(=C3O)C(=O)C5=CC=CC=C5C4=O)O)(C(=O)C)O)N)O. Cell line: OVCAR-5. Synergy scores: CSS=38.4, Synergy_ZIP=-6.17, Synergy_Bliss=-10.7, Synergy_Loewe=-11.7, Synergy_HSA=-8.71.